From a dataset of Reaction yield outcomes from USPTO patents with 853,638 reactions. Predict the reaction yield, written as a fraction of the theoretical maximum amount of product (1.0 means a 100% yield; for example, 0.34 means a 34% yield). The reactants are Cl[C:2]1[N:3]=[C:4]2[C:10]([C:11]3[CH:16]=[CH:15][CH:14]=[CH:13][CH:12]=3)=[C:9]([C:17]3[CH:22]=[CH:21][C:20]([C:23]4([NH:27][C:28](=[O:34])[O:29][C:30]([CH3:33])([CH3:32])[CH3:31])[CH2:26][CH2:25][CH2:24]4)=[CH:19][CH:18]=3)[O:8][C:5]2=[N:6][CH:7]=1.[N:35]1[CH:40]=[C:39](B(O)O)[CH:38]=[N:37][CH:36]=1.P([O-])([O-])([O-])=O.[K+].[K+].[K+].O. The catalyst is CN(C=O)C.C1C=CC([P]([Pd]([P](C2C=CC=CC=2)(C2C=CC=CC=2)C2C=CC=CC=2)([P](C2C=CC=CC=2)(C2C=CC=CC=2)C2C=CC=CC=2)[P](C2C=CC=CC=2)(C2C=CC=CC=2)C2C=CC=CC=2)(C2C=CC=CC=2)C2C=CC=CC=2)=CC=1. The product is [C:11]1([C:10]2[C:4]3[C:5](=[N:6][CH:7]=[C:2]([C:39]4[CH:40]=[N:35][CH:36]=[N:37][CH:38]=4)[N:3]=3)[O:8][C:9]=2[C:17]2[CH:22]=[CH:21][C:20]([C:23]3([NH:27][C:28](=[O:34])[O:29][C:30]([CH3:33])([CH3:32])[CH3:31])[CH2:26][CH2:25][CH2:24]3)=[CH:19][CH:18]=2)[CH:16]=[CH:15][CH:14]=[CH:13][CH:12]=1. The yield is 0.780.